Task: Predict the product of the given reaction.. Dataset: Forward reaction prediction with 1.9M reactions from USPTO patents (1976-2016) (1) The product is: [Br:1][C:2]1[CH:7]=[CH:6][CH:5]=[C:4]([N+:8]([O-:10])=[O:9])[C:3]=1[NH:15][CH:12]1[CH2:14][CH2:13]1. Given the reactants [Br:1][C:2]1[CH:7]=[CH:6][CH:5]=[C:4]([N+:8]([O-:10])=[O:9])[C:3]=1F.[CH:12]1([NH2:15])[CH2:14][CH2:13]1, predict the reaction product. (2) The product is: [Br:1][C:9]1[CH:8]=[CH:7][C:6]([O:10][CH3:11])=[CH:5][C:4]=1[I:3]. Given the reactants [Br:1]Br.[I:3][C:4]1[CH:5]=[C:6]([O:10][CH3:11])[CH:7]=[CH:8][CH:9]=1, predict the reaction product. (3) Given the reactants [Br:1][C:2]([Br:29])=[CH:3][C:4]1[CH:9]=[CH:8][C:7]([N:10]2[CH2:14][C@H:13]([CH2:15][N:16]3C(=O)C4[C:18](=CC=CC=4)[C:17]3=[O:26])[O:12][C:11]2=[O:27])=[CH:6][C:5]=1[F:28].C1COCC1.C(O)C.O.NN, predict the reaction product. The product is: [Br:29][C:2]([Br:1])=[CH:3][C:4]1[CH:9]=[CH:8][C:7]([N:10]2[CH2:14][C@H:13]([CH2:15][NH:16][C:17](=[O:26])[CH3:18])[O:12][C:11]2=[O:27])=[CH:6][C:5]=1[F:28]. (4) Given the reactants [Cl:1][C:2]1[CH:8]=[CH:7][CH:6]=[C:5]([F:9])[C:3]=1[NH2:4].ClC1C=CC=CC=1.CO[C:19]1[CH2:24][CH:23]=[C:22]([CH3:25])[CH2:21][CH:20]=1.II, predict the reaction product. The product is: [Cl:1][C:2]1[CH:8]=[CH:7][CH:6]=[C:5]([F:9])[C:3]=1[NH:4][C:19]1[CH:24]=[CH:23][C:22]([CH3:25])=[CH:21][CH:20]=1. (5) Given the reactants [C:1]([C:3]1[CH:10]=[CH:9][C:6]([CH2:7]Br)=[C:5]([F:11])[CH:4]=1)#[N:2].[NH2:12][CH:13]([CH2:21][CH3:22])[C:14]([O:16][C:17]([CH3:20])([CH3:19])[CH3:18])=[O:15], predict the reaction product. The product is: [C:1]([C:3]1[CH:10]=[CH:9][C:6]([CH2:7][NH:12][CH:13]([CH2:21][CH3:22])[C:14]([O:16][C:17]([CH3:19])([CH3:18])[CH3:20])=[O:15])=[C:5]([F:11])[CH:4]=1)#[N:2]. (6) Given the reactants C(OC([N:8]1[C:16]2[C:11](=[CH:12][CH:13]=[C:14]([Cl:17])[CH:15]=2)/[C:10](=[CH:18]/[C:19]2[CH:24]=[C:23]([Cl:25])[CH:22]=[CH:21][C:20]=2[O:26][C:27]([C:34]([O:36][CH2:37][CH3:38])=[O:35])([CH2:31][CH2:32][CH3:33])[CH2:28][CH2:29][CH3:30])/[C:9]1=[O:39])=O)(C)(C)C.[F:40][C:41]1[CH:42]=[CH:43][C:44]([CH3:56])=[C:45]([CH:47]=[N:48][C:49]([O:51][Si](C)(C)C)=[CH2:50])[CH:46]=1, predict the reaction product. The product is: [Cl:17][C:14]1[CH:15]=[C:16]2[NH:8][C:9](=[O:39])[C:10]3([CH:18]([C:19]4[CH:24]=[C:23]([Cl:25])[CH:22]=[CH:21][C:20]=4[O:26][C:27]([C:34]([O:36][CH2:37][CH3:38])=[O:35])([CH2:31][CH2:32][CH3:33])[CH2:28][CH2:29][CH3:30])[CH2:50][C:49](=[O:51])[NH:48][CH:47]3[C:45]3[CH:46]=[C:41]([F:40])[CH:42]=[CH:43][C:44]=3[CH3:56])[C:11]2=[CH:12][CH:13]=1. (7) Given the reactants [CH3:1][C:2]([CH3:25])([CH3:24])[C:3]([NH:5][C:6]1[CH:11]=[CH:10][CH:9]=[C:8]([O:12][CH2:13][CH2:14][CH2:15][CH2:16][O:17][CH:18]2[CH2:23][CH2:22][CH2:21][CH2:20][O:19]2)[N:7]=1)=[O:4].C([Li])CCC.CN(C)[CH:33]=[O:34].C([O-])(O)=O.[Na+], predict the reaction product. The product is: [CH:33]([C:11]1[C:6]([NH:5][C:3](=[O:4])[C:2]([CH3:25])([CH3:24])[CH3:1])=[N:7][C:8]([O:12][CH2:13][CH2:14][CH2:15][CH2:16][O:17][CH:18]2[CH2:23][CH2:22][CH2:21][CH2:20][O:19]2)=[CH:9][CH:10]=1)=[O:34]. (8) Given the reactants [Cl:1][C:2]1[CH:7]=[CH:6][C:5]([C:8]2[N:12]([C:13]3[CH:18]=[CH:17][C:16]([Cl:19])=[CH:15][C:14]=3[Cl:20])[N:11]=[C:10]([C:21]3[NH:25][N:24]=[N:23][N:22]=3)[C:9]=2[CH3:26])=[CH:4][CH:3]=1.[CH2:27](O)[C:28]1[O:32][CH:31]=[CH:30][CH:29]=1.C1(P(C2C=CC=CC=2)C2C=CC=CC=2)C=CC=CC=1.N(C(OC(C)C)=O)=NC(OC(C)C)=O, predict the reaction product. The product is: [Cl:1][C:2]1[CH:7]=[CH:6][C:5]([C:8]2[N:12]([C:13]3[CH:18]=[CH:17][C:16]([Cl:19])=[CH:15][C:14]=3[Cl:20])[N:11]=[C:10]([C:21]3[N:25]([CH2:27][C:28]4[O:32][CH:31]=[CH:30][CH:29]=4)[N:24]=[N:23][N:22]=3)[C:9]=2[CH3:26])=[CH:4][CH:3]=1. (9) Given the reactants [Br:1][C:2]1[CH:9]=[C:8]([C:10]([F:13])([F:12])[F:11])[CH:7]=[CH:6][C:3]=1[CH2:4][OH:5].CC(OI1(OC(C)=O)(OC(C)=O)OC(=O)C2C=CC=CC1=2)=O.[OH-].[Na+], predict the reaction product. The product is: [Br:1][C:2]1[CH:9]=[C:8]([C:10]([F:11])([F:12])[F:13])[CH:7]=[CH:6][C:3]=1[CH:4]=[O:5].